From a dataset of TCR-epitope binding with 47,182 pairs between 192 epitopes and 23,139 TCRs. Binary Classification. Given a T-cell receptor sequence (or CDR3 region) and an epitope sequence, predict whether binding occurs between them. (1) The epitope is FRYMNSQGL. The TCR CDR3 sequence is CASSLGGEAFF. Result: 0 (the TCR does not bind to the epitope). (2) The epitope is RTLNAWVKV. The TCR CDR3 sequence is CASSPGSRIYNEQFF. Result: 0 (the TCR does not bind to the epitope). (3) The epitope is KLGGALQAK. The TCR CDR3 sequence is CASSPLAGGPGYNEQFF. Result: 1 (the TCR binds to the epitope). (4) The epitope is RQLLFVVEV. The TCR CDR3 sequence is CASSLSGGGNEQFF. Result: 1 (the TCR binds to the epitope). (5) The epitope is ATDALMTGY. The TCR CDR3 sequence is CAISESSIGNQPQHF. Result: 1 (the TCR binds to the epitope). (6) The epitope is TAFTIPSI. The TCR CDR3 sequence is CASSSPETQYF. Result: 0 (the TCR does not bind to the epitope).